Dataset: NCI-60 drug combinations with 297,098 pairs across 59 cell lines. Task: Regression. Given two drug SMILES strings and cell line genomic features, predict the synergy score measuring deviation from expected non-interaction effect. (1) Drug 1: C1=CC=C(C(=C1)C(C2=CC=C(C=C2)Cl)C(Cl)Cl)Cl. Drug 2: CC(C)(C#N)C1=CC(=CC(=C1)CN2C=NC=N2)C(C)(C)C#N. Cell line: UACC-257. Synergy scores: CSS=-0.439, Synergy_ZIP=0.944, Synergy_Bliss=2.13, Synergy_Loewe=-0.319, Synergy_HSA=-0.144. (2) Drug 1: COC1=NC(=NC2=C1N=CN2C3C(C(C(O3)CO)O)O)N. Drug 2: CC1=C2C(C(=O)C3(C(CC4C(C3C(C(C2(C)C)(CC1OC(=O)C(C(C5=CC=CC=C5)NC(=O)OC(C)(C)C)O)O)OC(=O)C6=CC=CC=C6)(CO4)OC(=O)C)O)C)O. Cell line: HCT116. Synergy scores: CSS=-9.94, Synergy_ZIP=11.8, Synergy_Bliss=8.23, Synergy_Loewe=-4.13, Synergy_HSA=-7.57. (3) Drug 1: C1=CC(=C2C(=C1NCCNCCO)C(=O)C3=C(C=CC(=C3C2=O)O)O)NCCNCCO. Drug 2: COC1=C2C(=CC3=C1OC=C3)C=CC(=O)O2. Cell line: A498. Synergy scores: CSS=28.3, Synergy_ZIP=0.821, Synergy_Bliss=0.0229, Synergy_Loewe=-26.3, Synergy_HSA=-2.24. (4) Drug 1: CCC1(CC2CC(C3=C(CCN(C2)C1)C4=CC=CC=C4N3)(C5=C(C=C6C(=C5)C78CCN9C7C(C=CC9)(C(C(C8N6C)(C(=O)OC)O)OC(=O)C)CC)OC)C(=O)OC)O.OS(=O)(=O)O. Drug 2: C(CC(=O)O)C(=O)CN.Cl. Cell line: HCC-2998. Synergy scores: CSS=15.9, Synergy_ZIP=-6.91, Synergy_Bliss=-5.94, Synergy_Loewe=-2.65, Synergy_HSA=-3.10.